From a dataset of Full USPTO retrosynthesis dataset with 1.9M reactions from patents (1976-2016). Predict the reactants needed to synthesize the given product. Given the product [CH3:8][N:9]([C:2]1[CH:7]=[CH:6][CH:5]=[CH:4][N:3]=1)[NH2:10], predict the reactants needed to synthesize it. The reactants are: Br[C:2]1[CH:7]=[CH:6][CH:5]=[CH:4][N:3]=1.[CH3:8][NH:9][NH2:10].